This data is from Catalyst prediction with 721,799 reactions and 888 catalyst types from USPTO. The task is: Predict which catalyst facilitates the given reaction. (1) Reactant: [NH2:1][CH2:2][CH2:3][CH:4]1[CH2:9][CH2:8][N:7]([C:10](=[O:27])/[CH:11]=[CH:12]/[C:13]2[CH:18]=[CH:17][C:16]([Cl:19])=[CH:15][C:14]=2[CH2:20][N:21]2[N:25]=[N:24][C:23]([CH3:26])=[N:22]2)[CH2:6][CH2:5]1.CCN(C(C)C)C(C)C.[NH:37]1[CH:41]=[C:40]([C:42](O)=[O:43])[N:39]=[N:38]1.C(P1(=O)OP(CCC)(=O)OP(CCC)(=O)O1)CC.CCOC(C)=O. Product: [Cl:19][C:16]1[CH:17]=[CH:18][C:13](/[CH:12]=[CH:11]/[C:10]([N:7]2[CH2:6][CH2:5][CH:4]([CH2:3][CH2:2][NH:1][C:42]([C:40]3[N:39]=[N:38][NH:37][CH:41]=3)=[O:43])[CH2:9][CH2:8]2)=[O:27])=[C:14]([CH2:20][N:21]2[N:25]=[N:24][C:23]([CH3:26])=[N:22]2)[CH:15]=1. The catalyst class is: 18. (2) Reactant: [CH3:1][O:2][C:3]1[CH:4]=[C:5]([CH2:13][C:14]([O:16]C)=[O:15])[CH:6]=[CH:7][C:8]=1[O:9][CH2:10][O:11][CH3:12].[OH-].[Na+].O. Product: [CH3:1][O:2][C:3]1[CH:4]=[C:5]([CH2:13][C:14]([OH:16])=[O:15])[CH:6]=[CH:7][C:8]=1[O:9][CH2:10][O:11][CH3:12]. The catalyst class is: 5.